This data is from Catalyst prediction with 721,799 reactions and 888 catalyst types from USPTO. The task is: Predict which catalyst facilitates the given reaction. Reactant: Cl[CH2:2][CH2:3][CH2:4][S:5]([O:8][CH2:9][C:10]([CH3:34])([CH3:33])[C@@H:11]([O:23][CH2:24][C:25]1[CH:30]=[CH:29][C:28]([O:31][CH3:32])=[CH:27][CH:26]=1)[C:12]([O:14][C@@H:15]([C:17]1[CH:22]=[CH:21][CH:20]=[CH:19][CH:18]=1)[CH3:16])=[O:13])(=[O:7])=[O:6].[N-:35]=[N+:36]=[N-:37].[Na+]. Product: [N:35]([CH2:2][CH2:3][CH2:4][S:5]([O:8][CH2:9][C:10]([CH3:34])([CH3:33])[C@@H:11]([O:23][CH2:24][C:25]1[CH:30]=[CH:29][C:28]([O:31][CH3:32])=[CH:27][CH:26]=1)[C:12]([O:14][C@@H:15]([C:17]1[CH:22]=[CH:21][CH:20]=[CH:19][CH:18]=1)[CH3:16])=[O:13])(=[O:7])=[O:6])=[N+:36]=[N-:37]. The catalyst class is: 16.